This data is from Full USPTO retrosynthesis dataset with 1.9M reactions from patents (1976-2016). The task is: Predict the reactants needed to synthesize the given product. Given the product [C:75]([O:74][C@@H:47]([C:48]1[C:49]([C:67]2[CH:72]=[CH:71][C:70]([Cl:73])=[CH:69][CH:68]=2)=[C:50]2[C:55](=[CH:56][C:57]=1[CH3:58])[N:54]=[C:53]([C:59]#[C:60][C:61]1[CH:66]=[CH:65][CH:64]=[CH:63][CH:62]=1)[CH:52]=[CH:51]2)[CH2:46][OH:45])([CH3:78])([CH3:76])[CH3:77], predict the reactants needed to synthesize it. The reactants are: C(OC[C@@H](OC(C)(C)C)C1C(C2C=CC(Cl)=CC=2)=C2C(=CC=1C)N=C(N1CCOCC1)C=C2)(=O)C(C)(C)C.C([O:45][CH2:46][C@@H:47]([O:74][C:75]([CH3:78])([CH3:77])[CH3:76])[C:48]1[C:49]([C:67]2[CH:72]=[CH:71][C:70]([Cl:73])=[CH:69][CH:68]=2)=[C:50]2[C:55](=[CH:56][C:57]=1[CH3:58])[N:54]=[C:53]([C:59]#[C:60][C:61]1[CH:66]=[CH:65][CH:64]=[CH:63][CH:62]=1)[CH:52]=[CH:51]2)(=O)C(C)(C)C.